This data is from NCI-60 drug combinations with 297,098 pairs across 59 cell lines. The task is: Regression. Given two drug SMILES strings and cell line genomic features, predict the synergy score measuring deviation from expected non-interaction effect. (1) Drug 1: CC1OCC2C(O1)C(C(C(O2)OC3C4COC(=O)C4C(C5=CC6=C(C=C35)OCO6)C7=CC(=C(C(=C7)OC)O)OC)O)O. Drug 2: C1C(C(OC1N2C=NC3=C(N=C(N=C32)Cl)N)CO)O. Cell line: K-562. Synergy scores: CSS=41.0, Synergy_ZIP=-0.772, Synergy_Bliss=1.94, Synergy_Loewe=3.50, Synergy_HSA=4.48. (2) Drug 1: CC1C(C(CC(O1)OC2CC(OC(C2O)C)OC3=CC4=CC5=C(C(=O)C(C(C5)C(C(=O)C(C(C)O)O)OC)OC6CC(C(C(O6)C)O)OC7CC(C(C(O7)C)O)OC8CC(C(C(O8)C)O)(C)O)C(=C4C(=C3C)O)O)O)O. Drug 2: CN(C(=O)NC(C=O)C(C(C(CO)O)O)O)N=O. Cell line: CCRF-CEM. Synergy scores: CSS=12.4, Synergy_ZIP=0.00255, Synergy_Bliss=-0.734, Synergy_Loewe=-66.1, Synergy_HSA=-1.35. (3) Drug 1: CC1CCC2CC(C(=CC=CC=CC(CC(C(=O)C(C(C(=CC(C(=O)CC(OC(=O)C3CCCCN3C(=O)C(=O)C1(O2)O)C(C)CC4CCC(C(C4)OC)OCCO)C)C)O)OC)C)C)C)OC. Drug 2: CNC(=O)C1=NC=CC(=C1)OC2=CC=C(C=C2)NC(=O)NC3=CC(=C(C=C3)Cl)C(F)(F)F. Cell line: A549. Synergy scores: CSS=-1.48, Synergy_ZIP=-8.36, Synergy_Bliss=-14.5, Synergy_Loewe=-44.9, Synergy_HSA=-15.9. (4) Cell line: U251. Drug 2: C1CNP(=O)(OC1)N(CCCl)CCCl. Drug 1: C1=NNC2=C1C(=O)NC=N2. Synergy scores: CSS=0.147, Synergy_ZIP=1.04, Synergy_Bliss=-0.639, Synergy_Loewe=-0.796, Synergy_HSA=-1.67. (5) Drug 1: CC1C(C(CC(O1)OC2CC(CC3=C2C(=C4C(=C3O)C(=O)C5=C(C4=O)C(=CC=C5)OC)O)(C(=O)C)O)N)O.Cl. Drug 2: B(C(CC(C)C)NC(=O)C(CC1=CC=CC=C1)NC(=O)C2=NC=CN=C2)(O)O. Cell line: SN12C. Synergy scores: CSS=10.6, Synergy_ZIP=-6.98, Synergy_Bliss=-7.87, Synergy_Loewe=-7.24, Synergy_HSA=-7.21.